Predict the product of the given reaction. From a dataset of Forward reaction prediction with 1.9M reactions from USPTO patents (1976-2016). (1) Given the reactants [C@@H:1]1(N2C=CC(=O)NC2=O)[O:8][C@H:5]([CH2:6][OH:7])[C@@H:3]([OH:4])[CH2:2]1.[N:17]1[C:25]([NH2:26])=[C:24]2[C:20]([N:21]=[CH:22][NH:23]2)=[N:19][CH:18]=1.P([O-])([O-])([O-])=[O:28].[K+].[K+].[K+], predict the reaction product. The product is: [C@@H:1]1([N:21]2[C:20]3[N:19]=[CH:18][N:17]=[C:25]([NH2:26])[C:24]=3[N:23]=[CH:22]2)[O:8][C@H:5]([CH2:6][OH:7])[C@@H:3]([OH:4])[C@H:2]1[OH:28]. (2) Given the reactants [Cl:1][C:2]1[CH:3]=[C:4]([C:8]2[N:9]=[N:10][NH:11][N:12]=2)[CH:5]=[CH:6][CH:7]=1.Br[CH2:14][C:15](=[CH2:21])[C:16]([O:18][CH2:19][CH3:20])=[O:17], predict the reaction product. The product is: [Cl:1][C:2]1[CH:3]=[C:4]([C:8]2[N:9]=[N:10][N:11]([CH2:21][C:15](=[CH2:14])[C:16]([O:18][CH2:19][CH3:20])=[O:17])[N:12]=2)[CH:5]=[CH:6][CH:7]=1. (3) Given the reactants Br[C:2]1[CH:7]=[CH:6][C:5]([S:8]([CH3:11])(=[O:10])=[O:9])=[CH:4][C:3]=1[F:12].[CH3:13][C:14]1([CH3:30])[C:18]([CH3:20])([CH3:19])[O:17][B:16]([B:16]2[O:17][C:18]([CH3:20])([CH3:19])[C:14]([CH3:30])([CH3:13])[O:15]2)[O:15]1.C([O-])(=O)C.[K+].C(Cl)Cl, predict the reaction product. The product is: [F:12][C:3]1[CH:4]=[C:5]([S:8]([CH3:11])(=[O:10])=[O:9])[CH:6]=[CH:7][C:2]=1[B:16]1[O:17][C:18]([CH3:20])([CH3:19])[C:14]([CH3:30])([CH3:13])[O:15]1. (4) Given the reactants [F:1][C:2]1([F:28])[CH2:5][N:4]([C:6]([C:8]2[C:12]3[CH:13]=[C:14]([CH:26]=O)[C:15]([N:18]4[CH2:23][C@@H:22]([CH3:24])[O:21][C@H:20]([CH3:25])[CH2:19]4)=[C:16]([F:17])[C:11]=3[O:10][N:9]=2)=[O:7])[CH2:3]1.[NH:29]1[C:36](=[O:37])[CH2:35][C:33](=[O:34])[NH:32][C:30]1=[O:31], predict the reaction product. The product is: [F:28][C:2]1([F:1])[CH2:3][N:4]([C:6]([C:8]2[C:12]3[CH:13]=[C:14]4[C:15](=[C:16]([F:17])[C:11]=3[O:10][N:9]=2)[N:18]2[CH2:23][C@@H:22]([CH3:24])[O:21][C@@H:20]([CH3:25])[C@@H:19]2[C:35]2([C:33](=[O:34])[NH:32][C:30](=[O:31])[NH:29][C:36]2=[O:37])[CH2:26]4)=[O:7])[CH2:5]1. (5) Given the reactants [Br:1][C:2]1[C:7]([F:8])=[CH:6][C:5]([N:9]2[CH:14]=[C:13]([O:15][CH3:16])[C:12](=[O:17])[C:11]([C:18](N(OC)C)=[O:19])=[N:10]2)=[C:4]([F:24])[CH:3]=1.[CH3:25][Mg+].[Br-], predict the reaction product. The product is: [C:18]([C:11]1[C:12](=[O:17])[C:13]([O:15][CH3:16])=[CH:14][N:9]([C:5]2[CH:6]=[C:7]([F:8])[C:2]([Br:1])=[CH:3][C:4]=2[F:24])[N:10]=1)(=[O:19])[CH3:25]. (6) Given the reactants [CH3:1][N:2]([CH3:17])[C:3]([C:5]1([C:11]2[CH:16]=[CH:15][CH:14]=[CH:13][CH:12]=2)[CH2:10][CH2:9][CH2:8][CH2:7][CH2:6]1)=O.[ClH:18], predict the reaction product. The product is: [ClH:18].[CH3:1][N:2]([CH3:17])[CH2:3][C:5]1([C:11]2[CH:16]=[CH:15][CH:14]=[CH:13][CH:12]=2)[CH2:6][CH2:7][CH2:8][CH2:9][CH2:10]1. (7) The product is: [C:62]([O:61][C:59]([NH:58][CH2:57][C:54]1[CH:53]=[CH:52][C:51]([CH2:50][CH2:49][C:48]([CH:40]2[CH:39]([NH:38][C:36]([O:35][CH2:34][C:33]#[C:32][CH2:31][O:30][C:28]([NH:27][CH:26]3[CH2:25][NH:24][CH:23]([C:67]([OH:69])=[O:68])[CH:22]3[C:20](=[O:21])[CH2:19][CH2:18][C:15]3[CH:16]=[CH:17][C:12]([CH2:11][NH:10][C:8]([O:7][C:3]([CH3:5])([CH3:4])[CH3:6])=[O:9])=[CH:13][CH:14]=3)=[O:29])=[O:37])[CH2:43][NH:42][CH:41]2[C:44]([OH:46])=[O:45])=[O:66])=[CH:56][CH:55]=1)=[O:60])([CH3:63])([CH3:64])[CH3:65]. Given the reactants [OH-].[Na+].[C:3]([O:7][C:8]([NH:10][CH2:11][C:12]1[CH:17]=[CH:16][C:15]([CH2:18][CH2:19][C:20]([CH:22]2[CH:26]([NH:27][C:28]([O:30][CH2:31][C:32]#[C:33][CH2:34][O:35][C:36]([NH:38][CH:39]3[CH2:43][NH:42][CH:41]([C:44]([O:46]C)=[O:45])[CH:40]3[C:48](=[O:66])[CH2:49][CH2:50][C:51]3[CH:56]=[CH:55][C:54]([CH2:57][NH:58][C:59]([O:61][C:62]([CH3:65])([CH3:64])[CH3:63])=[O:60])=[CH:53][CH:52]=3)=[O:37])=[O:29])[CH2:25][NH:24][CH:23]2[C:67]([O:69]C)=[O:68])=[O:21])=[CH:14][CH:13]=1)=[O:9])([CH3:6])([CH3:5])[CH3:4], predict the reaction product. (8) Given the reactants [Cl:1][C:2]1[CH:3]=[C:4]([C:10]2[C:11]([CH3:31])=[N:12][N:13]([CH2:16][C:17]3[CH:22]=[CH:21][C:20]([NH:23]C(=O)OC(C)(C)C)=[CH:19][CH:18]=3)[C:14]=2[CH3:15])[CH:5]=[CH:6][C:7]=1[C:8]#[N:9].C(O)(C(F)(F)F)=O, predict the reaction product. The product is: [NH2:23][C:20]1[CH:19]=[CH:18][C:17]([CH2:16][N:13]2[C:14]([CH3:15])=[C:10]([C:4]3[CH:5]=[CH:6][C:7]([C:8]#[N:9])=[C:2]([Cl:1])[CH:3]=3)[C:11]([CH3:31])=[N:12]2)=[CH:22][CH:21]=1. (9) Given the reactants [CH2:1]([N:8]1[CH2:18][CH2:17][C:11]2[N:12]=[CH:13][N:14]=[C:15](Cl)[C:10]=2[CH2:9]1)[C:2]1[CH:7]=[CH:6][CH:5]=[CH:4][CH:3]=1.[F:19][C:20]([F:30])([F:29])[C:21]1[N:26]=[CH:25][C:24]([CH2:27][NH2:28])=[CH:23][CH:22]=1.C(N(CC)C(C)C)(C)C, predict the reaction product. The product is: [CH2:1]([N:8]1[CH2:18][CH2:17][C:11]2[N:12]=[CH:13][N:14]=[C:15]([NH:28][CH2:27][C:24]3[CH:25]=[N:26][C:21]([C:20]([F:30])([F:19])[F:29])=[CH:22][CH:23]=3)[C:10]=2[CH2:9]1)[C:2]1[CH:7]=[CH:6][CH:5]=[CH:4][CH:3]=1.